This data is from Forward reaction prediction with 1.9M reactions from USPTO patents (1976-2016). The task is: Predict the product of the given reaction. (1) The product is: [CH2:21]([C:16]1[C:17]([CH2:18][CH3:19])=[C:10]([C:11]#[N:12])[C:8]2[N:7]([N:6]=[C:5]([C:1]([CH3:4])([CH3:2])[CH3:3])[N:9]=2)[C:15]=1[OH:14])[C:22]1[CH:27]=[CH:26][CH:25]=[CH:24][CH:23]=1. Given the reactants [C:1]([C:5]1[N:9]=[C:8]([CH2:10][C:11]#[N:12])[NH:7][N:6]=1)([CH3:4])([CH3:3])[CH3:2].C[O:14][C:15](=O)[CH:16]([CH2:21][C:22]1[CH:27]=[CH:26][CH:25]=[CH:24][CH:23]=1)[C:17](=O)[CH2:18][CH3:19].C([O-])(=O)C.[NH4+].C(#N)C, predict the reaction product. (2) Given the reactants Cl.Cl[C:3]1[C:12]2[C:7](=[CH:8][C:9]([O:15][CH2:16][CH2:17][CH2:18][N:19]3[CH2:24][CH2:23][O:22][CH2:21][CH2:20]3)=[C:10]([O:13][CH3:14])[CH:11]=2)[N:6]=[CH:5][N:4]=1.[I:25][C:26]1[C:31]2[O:32][CH2:33][O:34][C:30]=2[C:29]([NH2:35])=[CH:28][CH:27]=1, predict the reaction product. The product is: [I:25][C:26]1[C:31]2[O:32][CH2:33][O:34][C:30]=2[C:29]([NH:35][C:3]2[C:12]3[C:7](=[CH:8][C:9]([O:15][CH2:16][CH2:17][CH2:18][N:19]4[CH2:24][CH2:23][O:22][CH2:21][CH2:20]4)=[C:10]([O:13][CH3:14])[CH:11]=3)[N:6]=[CH:5][N:4]=2)=[CH:28][CH:27]=1. (3) Given the reactants [Cl:1][C:2]1[CH:10]=[CH:9][C:8]([OH:11])=[CH:7][C:3]=1[C:4]([NH2:6])=[O:5].CS(O[CH:17]1[CH2:20][N:19]([C:21]([O:23][C:24]([CH3:27])([CH3:26])[CH3:25])=[O:22])[CH2:18]1)(=O)=O.C(=O)([O-])[O-].[Cs+].[Cs+], predict the reaction product. The product is: [C:4]([C:3]1[CH:7]=[C:8]([CH:9]=[CH:10][C:2]=1[Cl:1])[O:11][CH:17]1[CH2:18][N:19]([C:21]([O:23][C:24]([CH3:27])([CH3:26])[CH3:25])=[O:22])[CH2:20]1)(=[O:5])[NH2:6]. (4) Given the reactants Br[C:2]1[CH:9]=[CH:8][CH:7]=[C:6]([N+:10]([O-:12])=[O:11])[C:3]=1[C:4]#[N:5].[CH:13]1(B(O)O)[CH2:15][CH2:14]1.C1(P(C2CCCCC2)C2CCCCC2)CCCCC1.[O-]P([O-])([O-])=O.[K+].[K+].[K+], predict the reaction product. The product is: [N+:10]([C:6]1[CH:7]=[CH:8][CH:9]=[C:2]([CH:13]2[CH2:15][CH2:14]2)[C:3]=1[C:4]#[N:5])([O-:12])=[O:11]. (5) The product is: [NH2:1][C:19]1[C:14]2[N:15]([C:11]([C:7]3[CH:6]=[C:5]([CH:10]=[CH:9][CH:8]=3)[C:4]([NH2:36])=[O:35])=[N:12][C:13]=2[C:21]2[CH:26]=[CH:25][CH:24]=[C:23]([O:27][CH2:28][C:29]3[CH:34]=[CH:33][CH:32]=[CH:31][CH:30]=3)[CH:22]=2)[CH:16]=[CH:17][N:18]=1. Given the reactants [NH3:1].CO[C:4](=[O:35])[C:5]1[CH:10]=[CH:9][CH:8]=[C:7]([C:11]2[N:15]3[CH:16]=[CH:17][N:18]=[C:19](Cl)[C:14]3=[C:13]([C:21]3[CH:26]=[CH:25][CH:24]=[C:23]([O:27][CH2:28][C:29]4[CH:34]=[CH:33][CH:32]=[CH:31][CH:30]=4)[CH:22]=3)[N:12]=2)[CH:6]=1.[NH3:36].CC(O)C, predict the reaction product. (6) Given the reactants OC(C(F)(F)F)=O.[NH:8]1[CH:12]=[CH:11][N:10]=[C:9]1[CH2:13][N:14]([CH3:25])[CH:15]1[C:24]2[N:23]=[CH:22][CH:21]=[CH:20][C:19]=2[CH2:18][CH2:17][CH2:16]1.Br[CH2:27][CH2:28][C:29]#[N:30].C([O-])([O-])=O.[K+].[K+], predict the reaction product. The product is: [CH3:25][N:14]([CH2:13][C:9]1[N:8]([CH2:27][CH2:28][C:29]#[N:30])[CH:12]=[CH:11][N:10]=1)[CH:15]1[C:24]2[N:23]=[CH:22][CH:21]=[CH:20][C:19]=2[CH2:18][CH2:17][CH2:16]1. (7) Given the reactants O.[OH-].[Li+].[CH:4]1([C@H:10]([NH:15][C:16]([C:18]2[CH:23]=[CH:22][C:21]([F:24])=[CH:20][C:19]=2[NH:25][C:26]([NH:28][C:29]2[C:34]([CH3:35])=[CH:33][C:32]([CH2:36][CH2:37][CH2:38][CH2:39][CH3:40])=[CH:31][C:30]=2[CH3:41])=[O:27])=[O:17])[C:11]([O:13]C)=[O:12])[CH2:9][CH2:8][CH2:7][CH2:6][CH2:5]1.CO.Cl, predict the reaction product. The product is: [CH:4]1([C@H:10]([NH:15][C:16]([C:18]2[CH:23]=[CH:22][C:21]([F:24])=[CH:20][C:19]=2[NH:25][C:26]([NH:28][C:29]2[C:34]([CH3:35])=[CH:33][C:32]([CH2:36][CH2:37][CH2:38][CH2:39][CH3:40])=[CH:31][C:30]=2[CH3:41])=[O:27])=[O:17])[C:11]([OH:13])=[O:12])[CH2:5][CH2:6][CH2:7][CH2:8][CH2:9]1.